This data is from Full USPTO retrosynthesis dataset with 1.9M reactions from patents (1976-2016). The task is: Predict the reactants needed to synthesize the given product. (1) The reactants are: [NH2:1][CH:2]1[C:14](=[O:15])[N:4]2[C:5]([C:11]([OH:13])=[O:12])=[C:6]([CH:9]=[CH2:10])[CH2:7][S:8][C@H:3]12.[CH2:16](N(CC)CC)C.[NH2:23][C:24]1[S:25][CH:26]=[C:27](/[C:29](=[N:43]/[O:44]C(C2C=CC=CC=2)(C2C=CC=CC=2)C2C=CC=CC=2)/[C:30](O[C:33]2[C:38]3N=C(S)S[C:37]=3[CH:36]=[CH:35][CH:34]=2)=[O:31])[N:28]=1. Given the product [CH:5]1([NH:4][CH2:14][CH2:2][NH:1][CH:33]2[CH2:38][CH2:37][CH2:36][CH2:35][CH2:34]2)[CH2:6][CH2:9][CH2:10][CH2:16][CH2:11]1.[NH2:23][C:24]1[S:25][CH:26]=[C:27](/[C:29](=[N:43]/[OH:44])/[C:30]([NH:1][C@@H:2]2[C:14](=[O:15])[N:4]3[C:5]([C:11]([OH:13])=[O:12])=[C:6]([CH:9]=[CH2:10])[CH2:7][S:8][C@H:3]23)=[O:31])[N:28]=1, predict the reactants needed to synthesize it. (2) The reactants are: [Cl:1][C:2]1[S:6][C:5]([C:7]([NH:9][C:10]2[CH:18]=[CH:17][CH:16]=[C:15]3[C:11]=2[C:12](=[O:24])[N:13]([CH2:20][C:21]([OH:23])=O)[C:14]3=[O:19])=[O:8])=[CH:4][CH:3]=1.O.O[N:27]1[C:31]2[CH:32]=[CH:33][CH:34]=[CH:35]C=2N=N1.CN(C)CCCN=[C:42]=[N:43][CH2:44][CH3:45].[CH:47]([N:50](C(C)C)CC)(C)C. Given the product [Cl:1][C:2]1[S:6][C:5]([C:7]([NH:9][C:10]2[CH:18]=[CH:17][CH:16]=[C:15]3[C:11]=2[C:12](=[O:24])[N:13]([CH2:20][C:21](=[O:23])[N:43]2[CH2:42][CH2:47][N:50]([C:33]4[CH:32]=[CH:31][N:27]=[CH:35][CH:34]=4)[CH2:45][CH2:44]2)[C:14]3=[O:19])=[O:8])=[CH:4][CH:3]=1, predict the reactants needed to synthesize it. (3) Given the product [Cl:44][C:12]1[C:13]2[C:18](=[CH:17][C:16]([S:19]([N:22]3[CH2:27][CH2:26][N:25]([CH2:28][CH:29]4[CH2:34][CH2:33][N:32]([C:35]5[CH:36]=[CH:37][C:38](=[O:42])[N:39]([CH3:41])[N:40]=5)[CH2:31][CH2:30]4)[C:24](=[O:43])[CH2:23]3)(=[O:20])=[O:21])=[CH:15][CH:14]=2)[NH:10][CH:11]=1, predict the reactants needed to synthesize it. The reactants are: C1(S([N:10]2[C:18]3[C:13](=[CH:14][CH:15]=[C:16]([S:19]([N:22]4[CH2:27][CH2:26][N:25]([CH2:28][CH:29]5[CH2:34][CH2:33][N:32]([C:35]6[CH:36]=[CH:37][C:38](=[O:42])[N:39]([CH3:41])[N:40]=6)[CH2:31][CH2:30]5)[C:24](=[O:43])[CH2:23]4)(=[O:21])=[O:20])[CH:17]=3)[C:12]([Cl:44])=[CH:11]2)(=O)=O)C=CC=CC=1.[F-].C([N+](CCCC)(CCCC)CCCC)CCC.